From a dataset of Full USPTO retrosynthesis dataset with 1.9M reactions from patents (1976-2016). Predict the reactants needed to synthesize the given product. (1) The reactants are: [CH3:1][O:2][C:3]1[CH:4]=[C:5]([C:11]2[C:16]([C:17]3[C:22]([F:23])=[CH:21][C:20]([F:24])=[CH:19][C:18]=3[F:25])=[C:15]([CH3:26])[N:14]=[C:13]([NH2:27])[CH:12]=2)[CH:6]=[C:7]([O:9][CH3:10])[CH:8]=1.[Br:28]N1C(=O)CCC1=O. Given the product [Br:28][C:12]1[C:13]([NH2:27])=[N:14][C:15]([CH3:26])=[C:16]([C:17]2[C:22]([F:23])=[CH:21][C:20]([F:24])=[CH:19][C:18]=2[F:25])[C:11]=1[C:5]1[CH:6]=[C:7]([O:9][CH3:10])[CH:8]=[C:3]([O:2][CH3:1])[CH:4]=1, predict the reactants needed to synthesize it. (2) Given the product [ClH:1].[ClH:1].[ClH:1].[N:16]1[CH:21]=[CH:20][CH:19]=[C:18]([C:22]2[C:6](=[CH:7][C:9]3[CH:10]=[N:11][CH:12]=[CH:13][CH:14]=3)[CH2:5][CH2:4][CH2:3][N:2]=2)[CH:17]=1, predict the reactants needed to synthesize it. The reactants are: [Cl-:1].[NH3+:2][CH2:3][CH2:4][CH2:5][CH2:6][C:7]([C:9]1[CH:10]=[NH+:11][CH:12]=[CH:13][CH:14]=1)=O.[Cl-].[N:16]1[CH:21]=[CH:20][CH:19]=[C:18]([CH:22]=O)[CH:17]=1.Cl. (3) The reactants are: [C:1]1([S:7][C:8]2[CH:13]=[CH:12][CH:11]=[CH:10][CH:9]=2)[CH:6]=[CH:5][CH:4]=[CH:3][CH:2]=1.[C:14]([C@:17]([C@H:21]([C@@H:30]([C@@H:39]([CH2:41][O:42][CH2:43][C:44]1[CH:49]=[CH:48][CH:47]=[CH:46][CH:45]=1)[OH:40])[O:31][CH2:32][C:33]1[CH:38]=[CH:37][CH:36]=[CH:35][CH:34]=1)[O:22][CH2:23][C:24]1[CH:29]=[CH:28][CH:27]=[CH:26][CH:25]=1)([OH:20])C=O)(=[O:16])C.[OH-].[Na+]. Given the product [C:8]1([S:7][C:1]2[CH:2]=[CH:3][CH:4]=[CH:5][CH:6]=2)[CH:9]=[CH:10][CH:11]=[CH:12][CH:13]=1.[CH2:23]([O:22][C@@H:21]([C@@H:30]([C@@H:39]([CH2:41][O:42][CH2:43][C:44]1[CH:45]=[CH:46][CH:47]=[CH:48][CH:49]=1)[OH:40])[O:31][CH2:32][C:33]1[CH:34]=[CH:35][CH:36]=[CH:37][CH:38]=1)[C@@H:17]([OH:20])[CH:14]=[O:16])[C:24]1[CH:29]=[CH:28][CH:27]=[CH:26][CH:25]=1, predict the reactants needed to synthesize it. (4) Given the product [CH3:12][CH:7]1[CH2:8][CH2:9][CH2:10][CH2:11][N:6]1[CH2:5][C:4]([NH:14][NH2:15])=[O:3], predict the reactants needed to synthesize it. The reactants are: C([O:3][C:4](=O)[CH2:5][N:6]1[CH2:11][CH2:10][CH2:9][CH2:8][CH:7]1[CH3:12])C.[NH2:14][NH2:15]. (5) Given the product [NH2:1][C:4]1[CH:5]=[CH:6][C:7]([NH:10][C:11](=[O:19])[CH2:12][C:13]2[CH:14]=[CH:15][CH:16]=[CH:17][CH:18]=2)=[N:8][CH:9]=1, predict the reactants needed to synthesize it. The reactants are: [N+:1]([C:4]1[CH:5]=[CH:6][C:7]([NH:10][C:11](=[O:19])[CH2:12][C:13]2[CH:18]=[CH:17][CH:16]=[CH:15][CH:14]=2)=[N:8][CH:9]=1)([O-])=O.C([O-])=O.[NH4+]. (6) Given the product [CH:1]1([C:4]([N:6]2[C:15]3[C:10](=[CH:11][CH:12]=[C:13]([C:16]4[CH:17]=[N:18][N:19]([CH2:31][C:27]5[CH:26]=[N:9][CH:8]=[CH:7][N:6]=5)[CH:20]=4)[CH:14]=3)[N:9]([C:21](=[O:23])[CH3:22])[C@@H:8]([CH3:24])[CH2:7]2)=[O:5])[CH2:2][CH2:3]1, predict the reactants needed to synthesize it. The reactants are: [CH:1]1([C:4]([N:6]2[C:15]3[C:10](=[CH:11][CH:12]=[C:13]([C:16]4[CH:17]=[N:18][NH:19][CH:20]=4)[CH:14]=3)[N:9]([C:21](=[O:23])[CH3:22])[C@@H:8]([CH3:24])[CH2:7]2)=[O:5])[CH2:3][CH2:2]1.Cl[CH2:26][C:27]1([CH3:31])COC1.C(=O)([O-])[O-].[Cs+].[Cs+]. (7) Given the product [CH2:1]([S:3][C:4]1[N:12]=[C:11]2[C:7]([N:8]=[CH:9][N:10]2[C@@H:13]2[O:25][C@H:24]([CH2:26][OH:27])[C@@H:19]([OH:20])[C@H:14]2[OH:15])=[C:6]([NH:42][CH2:41][CH2:40][C:36]2[CH:37]=[CH:38][CH:39]=[C:34]([O:32][CH3:33])[CH:35]=2)[N:5]=1)[CH3:2], predict the reactants needed to synthesize it. The reactants are: [CH2:1]([S:3][C:4]1[N:12]=[C:11]2[C:7]([N:8]=[CH:9][N:10]2[C@@H:13]2[O:25][C@H:24]([CH2:26][O:27]C(=O)C)[C@@H:19]([O:20]C(=O)C)[C@H:14]2[O:15]C(=O)C)=[C:6](Cl)[N:5]=1)[CH3:2].[O:32]([C:34]1[CH:35]=[C:36]([CH2:40][CH2:41][NH2:42])[CH:37]=[CH:38][CH:39]=1)[CH3:33]. (8) Given the product [Br:1][C:2]1[CH:7]=[C:6]([F:8])[CH:5]=[CH:4][C:3]=1[CH:9]1[N:10]=[C:11]([C:22]2[S:23][CH:24]=[CH:25][N:26]=2)[NH:12][C:13]([CH2:20][N:27]2[CH2:32][CH2:31][O:30][CH2:29][CH:28]2[CH2:33][CH:34]([C:40]([O:42][CH2:43][CH3:44])=[O:41])[C:35]([O:37][CH2:38][CH3:39])=[O:36])=[C:14]1[C:15]([O:17][CH2:18][CH3:19])=[O:16], predict the reactants needed to synthesize it. The reactants are: [Br:1][C:2]1[CH:7]=[C:6]([F:8])[CH:5]=[CH:4][C:3]=1[CH:9]1[C:14]([C:15]([O:17][CH2:18][CH3:19])=[O:16])=[C:13]([CH2:20]Br)[NH:12][C:11]([C:22]2[S:23][CH:24]=[CH:25][N:26]=2)=[N:10]1.[NH:27]1[CH2:32][CH2:31][O:30][CH2:29][CH:28]1[CH2:33][CH:34]([C:40]([O:42][CH2:43][CH3:44])=[O:41])[C:35]([O:37][CH2:38][CH3:39])=[O:36].